This data is from Catalyst prediction with 721,799 reactions and 888 catalyst types from USPTO. The task is: Predict which catalyst facilitates the given reaction. (1) Reactant: C(OCC)C.[OH:6][CH:7]([CH2:19][C:20]([CH2:23][Si](C)(C)C)=[C:21]=[CH2:22])[CH2:8][CH2:9][C:10](=O)[CH2:11][C:12]1[CH:17]=[CH:16][CH:15]=[CH:14][CH:13]=1.FC(F)(F)S(O[Si](C)(C)C)(=O)=O.O. Product: [CH2:22]=[C:21]1[C:20](=[CH2:23])[CH2:19][CH:7]2[O:6][C:11]1([C:12]1[CH:17]=[CH:16][CH:15]=[CH:14][CH:13]=1)[CH2:10][CH2:9][CH2:8]2. The catalyst class is: 13. (2) Reactant: [CH3:1][O:2][C:3]1[CH:8]=[CH:7][C:6]([CH:9]2[O:13][CH:12]([CH:14]([CH3:18])C(O)=O)[C:11](=[C:19]=[CH2:20])[CH2:10]2)=[CH:5][CH:4]=1.[C:21]([O-:24])([O-])=[O:22].[K+].[K+].[C:27]1(I)[CH:32]=[CH:31]C=[CH:29][CH:28]=1.O.[CH3:35]N(C)C=O. Product: [CH3:1][O:2][C:3]1[CH:4]=[CH:5][C:6]([CH:9]2[O:13][CH:12]3[C:11]([C:19]([C:20]4[CH:31]=[CH:32][CH:27]=[CH:28][CH:29]=4)=[CH2:35])([O:24][C:21](=[O:22])[CH2:18][CH2:14]3)[CH2:10]2)=[CH:7][CH:8]=1. The catalyst class is: 535. (3) Reactant: [CH3:1][C@H:2]([CH2:6][CH:7]=[CH2:8])[C:3]([OH:5])=O.[NH:9]1[CH2:13][CH2:12][CH2:11][C@H:10]1[CH2:14][OH:15].CC(=O)OCC. Product: [OH:15][CH2:14][C@@H:10]1[CH2:11][CH2:12][CH2:13][N:9]1[C:3](=[O:5])[C@H:2]([CH3:1])[CH2:6][CH:7]=[CH2:8]. The catalyst class is: 2. (4) Product: [NH2:7][C:17]1[C:18]([C:24]([C:26]2[CH:31]=[CH:30][N:29]=[C:28]3[NH:32][CH:33]=[CH:34][C:27]=23)=[O:25])=[N:19][CH:20]=[C:21]([Cl:23])[CH:22]=1. Reactant: C(OC(=O)[N:7]([C:17]1[C:18]([C:24]([C:26]2[C:27]3[CH:34]=[CH:33][N:32]([Si](C(C)(C)C)(C)C)[C:28]=3[N:29]=[CH:30][CH:31]=2)=[O:25])=[N:19][CH:20]=[C:21]([Cl:23])[CH:22]=1)CC1C=CC(OC)=CC=1)(C)(C)C. The catalyst class is: 67. (5) Product: [Br:13][C:14]1[CH:19]=[C:18]([NH:20][C:6](=[O:8])[C:5]2[CH:9]=[CH:10][C:2]([CH3:1])=[C:3]([O:11][CH3:12])[CH:4]=2)[CH:17]=[N:16][CH:15]=1. Reactant: [CH3:1][C:2]1[CH:10]=[CH:9][C:5]([C:6]([OH:8])=O)=[CH:4][C:3]=1[O:11][CH3:12].[Br:13][C:14]1[CH:15]=[N:16][CH:17]=[C:18]([NH2:20])[CH:19]=1.CCN(CC)CC.CN(C(ON1N=NC2C=CC=CC1=2)=[N+](C)C)C.F[P-](F)(F)(F)(F)F. The catalyst class is: 1. (6) Reactant: [BH4-].[Na+].[Cl:3][C:4]1[CH:9]=[CH:8][C:7]([C:10]2[N:11]=[C:12]3[CH:17]=[CH:16][C:15]([C:18]4[C:19]([F:26])=[C:20]([CH:23]=[CH:24][CH:25]=4)[CH:21]=[O:22])=[CH:14][N:13]3[CH:27]=2)=[CH:6][CH:5]=1. Product: [Cl:3][C:4]1[CH:9]=[CH:8][C:7]([C:10]2[N:11]=[C:12]3[CH:17]=[CH:16][C:15]([C:18]4[C:19]([F:26])=[C:20]([CH2:21][OH:22])[CH:23]=[CH:24][CH:25]=4)=[CH:14][N:13]3[CH:27]=2)=[CH:6][CH:5]=1. The catalyst class is: 5. (7) Reactant: [CH3:1][C:2]1[C:10]2[N:6]([CH:7]=[C:8]([C:11]3[CH:16]=[CH:15][C:14]([O:17]C)=[CH:13][CH:12]=3)[CH:9]=2)[CH:5]=[CH:4][CH:3]=1.Br. Product: [CH3:1][C:2]1[C:10]2[N:6]([CH:7]=[C:8]([C:11]3[CH:16]=[CH:15][C:14]([OH:17])=[CH:13][CH:12]=3)[CH:9]=2)[CH:5]=[CH:4][CH:3]=1. The catalyst class is: 15.